This data is from Forward reaction prediction with 1.9M reactions from USPTO patents (1976-2016). The task is: Predict the product of the given reaction. (1) Given the reactants CC(OI1(OC(C)=O)(OC(C)=O)OC(=O)C2C=CC=CC1=2)=O.[C:23]([O:27][C:28]([NH:30][CH:31]([CH2:34][O:35][Si:36]([C:49]([CH3:52])([CH3:51])[CH3:50])([C:43]1[CH:48]=[CH:47][CH:46]=[CH:45][CH:44]=1)[C:37]1[CH:42]=[CH:41][CH:40]=[CH:39][CH:38]=1)[CH2:32][OH:33])=[O:29])([CH3:26])([CH3:25])[CH3:24].C(=O)(O)[O-].[Na+].S([O-])([O-])=O.[Na+].[Na+], predict the reaction product. The product is: [C:23]([O:27][C:28]([NH:30][CH:31]([CH2:34][O:35][Si:36]([C:49]([CH3:52])([CH3:51])[CH3:50])([C:37]1[CH:38]=[CH:39][CH:40]=[CH:41][CH:42]=1)[C:43]1[CH:44]=[CH:45][CH:46]=[CH:47][CH:48]=1)[CH:32]=[O:33])=[O:29])([CH3:26])([CH3:24])[CH3:25]. (2) Given the reactants [CH3:1][C:2]1[CH:3]=[C:4]2[C:9](=[CH:10][CH:11]=1)[CH:8]=[N:7][CH:6]=[CH:5]2.[N+:12]([O-])([O-:14])=[O:13].[K+].[OH-].[Na+], predict the reaction product. The product is: [CH3:1][C:2]1[C:3]([N+:12]([O-:14])=[O:13])=[C:4]2[C:9](=[CH:10][CH:11]=1)[CH:8]=[N:7][CH:6]=[CH:5]2. (3) Given the reactants [CH:1]([C:3]1[CH:8]=[CH:7][CH:6]=[CH:5][C:4]=1[CH:9]=[CH2:10])=[CH2:2].[CH3:11][C:12]([CH2:14][C:15]([CH3:18])([CH3:17])[CH3:16])=[CH2:13].[Al+3].[Cl-].[Cl-].[Cl-].BrBr, predict the reaction product. The product is: [CH3:11][C:7]1[CH:8]=[CH:3][C:4]([CH:9]=[CH2:10])=[CH:5][CH:6]=1.[CH3:13][C:12]([CH2:14][C:15]([CH3:18])([CH3:17])[CH3:16])=[CH2:11].[CH:1]([C:3]1[CH:8]=[CH:7][CH:6]=[CH:5][C:4]=1[CH:9]=[CH2:10])=[CH2:2]. (4) Given the reactants [NH2:1][C:2]1[C:3]([C:8]([OH:10])=O)=[N:4][CH:5]=[CH:6][N:7]=1.[NH2:11][C:12]1[CH:17]=[CH:16][C:15]([F:18])=[CH:14][C:13]=1[OH:19].CN(C=O)C.CN(C(ON1N=NC2C=CC=NC1=2)=[N+](C)C)C.F[P-](F)(F)(F)(F)F, predict the reaction product. The product is: [NH2:1][C:2]1[C:3]([C:8]([NH:11][C:12]2[CH:17]=[CH:16][C:15]([F:18])=[CH:14][C:13]=2[OH:19])=[O:10])=[N:4][CH:5]=[CH:6][N:7]=1.